Dataset: NCI-60 drug combinations with 297,098 pairs across 59 cell lines. Task: Regression. Given two drug SMILES strings and cell line genomic features, predict the synergy score measuring deviation from expected non-interaction effect. Drug 1: CNC(=O)C1=CC=CC=C1SC2=CC3=C(C=C2)C(=NN3)C=CC4=CC=CC=N4. Drug 2: C1CNP(=O)(OC1)N(CCCl)CCCl. Cell line: EKVX. Synergy scores: CSS=5.27, Synergy_ZIP=-0.144, Synergy_Bliss=2.57, Synergy_Loewe=-5.64, Synergy_HSA=-0.0666.